From a dataset of Catalyst prediction with 721,799 reactions and 888 catalyst types from USPTO. Predict which catalyst facilitates the given reaction. (1) Reactant: [C:1]([C:5]1[CH:23]=[C:8]2[N:9]=[C:10]([CH3:22])[C:11]([CH:14]([CH2:19][CH2:20][CH3:21])[C:15]([O:17][CH3:18])=[O:16])=[C:12](Cl)[N:7]2[N:6]=1)([CH3:4])([CH3:3])[CH3:2].[Cl:24][C:25]1[CH:30]=[C:29]([CH3:31])[CH:28]=[CH:27][C:26]=1B(O)O.C(N(C(C)C)CC)(C)C. Product: [C:1]([C:5]1[CH:23]=[C:8]2[N:9]=[C:10]([CH3:22])[C:11]([CH:14]([CH2:19][CH2:20][CH3:21])[C:15]([O:17][CH3:18])=[O:16])=[C:12]([C:26]3[CH:27]=[CH:28][C:29]([CH3:31])=[CH:30][C:25]=3[Cl:24])[N:7]2[N:6]=1)([CH3:4])([CH3:3])[CH3:2]. The catalyst class is: 149. (2) Reactant: [F:1][C:2]1[CH:29]=[C:28]([F:30])[CH:27]=[CH:26][C:3]=1[C:4]([CH:6]1[CH2:11][CH2:10][N:9]([CH2:12][CH2:13][C:14]2[C:19](=[O:20])[N:18]3[CH2:21][CH2:22][CH2:23][CH2:24][C:17]3=[N:16][C:15]=2[CH3:25])[CH2:8][CH2:7]1)=O.Cl.[NH2:32][OH:33].C(O)C.[OH-].[K+]. Product: [F:1][C:2]1[CH:29]=[C:28]([F:30])[CH:27]=[CH:26][C:3]=1[C:4](=[N:32][OH:33])[CH:6]1[CH2:11][CH2:10][N:9]([CH2:12][CH2:13][C:14]2[C:19](=[O:20])[N:18]3[CH2:21][CH2:22][CH2:23][CH2:24][C:17]3=[N:16][C:15]=2[CH3:25])[CH2:8][CH2:7]1. The catalyst class is: 17. (3) Reactant: C(O[BH-](OC(=O)C)OC(=O)C)(=O)C.[Na+].O=[C:16]1[CH2:24][CH2:23][C:22]2[C:18](=[CH:19][N:20]([C:25]([O:27][CH2:28][C:29]3[CH:34]=[CH:33][CH:32]=[CH:31][CH:30]=3)=[O:26])[N:21]=2)[CH2:17]1.[CH:35]1([NH2:38])[CH2:37][CH2:36]1.C(=O)(O)[O-].[Cl:43]CCCl. Product: [ClH:43].[CH:35]1([NH:38][CH:16]2[CH2:24][CH2:23][C:22]3[C:18](=[CH:19][N:20]([C:25]([O:27][CH2:28][C:29]4[CH:34]=[CH:33][CH:32]=[CH:31][CH:30]=4)=[O:26])[N:21]=3)[CH2:17]2)[CH2:37][CH2:36]1. The catalyst class is: 211. (4) Reactant: Cl.NC[C:4]1[CH:13]=[CH:12][C:7]([C:8]([O:10][CH3:11])=[O:9])=[C:6]([OH:14])[CH:5]=1.[C:15]([O:19][C:20]([O:22]C(OC(C)(C)C)=O)=O)([CH3:18])([CH3:17])[CH3:16].[CH2:30]([N:32](CC)CC)C. Product: [C:15]([O:19][C:20]([NH:32][CH2:30][C:5]1[C:6]([OH:14])=[C:7]([CH:12]=[CH:13][CH:4]=1)[C:8]([O:10][CH3:11])=[O:9])=[O:22])([CH3:18])([CH3:17])[CH3:16]. The catalyst class is: 5. (5) Product: [CH3:1][O:2][CH2:3][O:4][C:5]1[CH:6]=[CH:7][C:8]([CH2:9][CH:10]([C:16]([O:18][CH2:19][CH3:20])=[O:17])[C:11]([O:13][CH2:14][CH3:15])=[O:12])=[CH:21][CH:22]=1. The catalyst class is: 45. Reactant: [CH3:1][O:2][CH2:3][O:4][C:5]1[CH:22]=[CH:21][C:8]([CH:9]=[C:10]([C:16]([O:18][CH2:19][CH3:20])=[O:17])[C:11]([O:13][CH2:14][CH3:15])=[O:12])=[CH:7][CH:6]=1. (6) Reactant: [CH2:1]([O:8][C:9](=[O:33])[C@@H:10]([NH:25][C:26]([O:28][C:29]([CH3:32])([CH3:31])[CH3:30])=[O:27])[CH2:11][CH2:12][C:13](=O)[NH:14][C:15]1[CH:20]=[C:19]([CH3:21])[C:18]([CH3:22])=[CH:17][C:16]=1[NH2:23])[C:2]1[CH:7]=[CH:6][CH:5]=[CH:4][CH:3]=1.[CH:34](=O)[CH2:35][CH3:36].C(O[BH-](OC(=O)C)OC(=O)C)(=O)C.[Na+].[OH-].[Na+]. Product: [CH2:1]([O:8][C:9](=[O:33])[C@@H:10]([NH:25][C:26]([O:28][C:29]([CH3:32])([CH3:31])[CH3:30])=[O:27])[CH2:11][CH2:12][C:13]1[N:23]([CH2:34][CH2:35][CH3:36])[C:16]2[CH:17]=[C:18]([CH3:22])[C:19]([CH3:21])=[CH:20][C:15]=2[N:14]=1)[C:2]1[CH:7]=[CH:6][CH:5]=[CH:4][CH:3]=1. The catalyst class is: 68. (7) Reactant: F[C:2]1[CH:7]=[CH:6][C:5]([N+:8]([O-:10])=[O:9])=[CH:4][CH:3]=1.[CH2:11]([NH:14][CH2:15][CH:16]=[CH2:17])[CH:12]=[CH2:13].C([O-])([O-])=O.[K+].[K+].O. Product: [N+:8]([C:5]1[CH:6]=[CH:7][C:2]([N:14]([CH2:15][CH:16]=[CH2:17])[CH2:11][CH:12]=[CH2:13])=[CH:3][CH:4]=1)([O-:10])=[O:9]. The catalyst class is: 16. (8) Reactant: [O:1]1[CH2:6][CH2:5][CH:4]([O:7][CH2:8][CH2:9][O:10]C2CCCCO2)[CH2:3][CH2:2]1.Cl.C(O)(C)C. Product: [O:1]1[CH2:6][CH2:5][CH:4]([O:7][CH2:8][CH2:9][OH:10])[CH2:3][CH2:2]1. The catalyst class is: 5. (9) Reactant: [OH:1][CH:2]1[CH2:7][CH2:6][N:5]([C:8]([O:10][C:11]([CH3:14])([CH3:13])[CH3:12])=[O:9])[CH2:4][CH2:3]1.[H-].[Na+].Br[CH2:18][C:19]1[CH:24]=[CH:23][C:22]([O:25][C:26]([F:29])([F:28])[F:27])=[CH:21][CH:20]=1. Product: [F:27][C:26]([F:28])([F:29])[O:25][C:22]1[CH:23]=[CH:24][C:19]([CH2:18][O:1][CH:2]2[CH2:3][CH2:4][N:5]([C:8]([O:10][C:11]([CH3:14])([CH3:13])[CH3:12])=[O:9])[CH2:6][CH2:7]2)=[CH:20][CH:21]=1. The catalyst class is: 18.